From a dataset of Full USPTO retrosynthesis dataset with 1.9M reactions from patents (1976-2016). Predict the reactants needed to synthesize the given product. (1) Given the product [Cl:13][C:14]1[CH:19]=[CH:18][C:17]([O:20][C:2]2[N:6]([CH3:7])[N:5]=[C:4]([CH:8]([F:10])[F:9])[C:3]=2[C:11]([OH:12])=[O:22])=[CH:16][CH:15]=1, predict the reactants needed to synthesize it. The reactants are: Cl[C:2]1[N:6]([CH3:7])[N:5]=[C:4]([CH:8]([F:10])[F:9])[C:3]=1[CH:11]=[O:12].[Cl:13][C:14]1[CH:19]=[CH:18][C:17]([OH:20])=[CH:16][CH:15]=1.C(=O)([O-])[O-:22].[K+].[K+]. (2) Given the product [OH:24][CH2:3][CH2:2][CH2:1][N:4]1[C:12]2[C:7](=[CH:8][CH:9]=[CH:10][CH:11]=2)[C:6]([CH:13]=[O:14])=[CH:5]1, predict the reactants needed to synthesize it. The reactants are: [CH2:1]([N:4]1[C:12]2[C:7](=[CH:8][CH:9]=[CH:10][CH:11]=2)[C:6]([CH:13]=[O:14])=[CH:5]1)[CH:2]=[CH2:3].B1C2CCCC1CCC2.[OH-:24].[Na+]. (3) Given the product [CH3:9][O:8][C:5]1[CH:6]=[CH:7][C:2]([O:1][CH2:19][CH:21]2[CH2:22][O:23]2)=[C:3]([C:10](=[O:12])[CH3:11])[CH:4]=1, predict the reactants needed to synthesize it. The reactants are: [OH:1][C:2]1[CH:7]=[CH:6][C:5]([O:8][CH3:9])=[CH:4][C:3]=1[C:10](=[O:12])[CH3:11].C([O-])([O-])=O.[K+].[K+].[CH2:19]([CH:21]1[O:23][CH2:22]1)Br.O. (4) Given the product [Br:1][C:2]1[CH:7]=[C:6]([C:14]2[S:15][CH:16]=[CH:17][C:13]=2[Br:12])[C:5]([Br:9])=[CH:4][C:3]=1[C:14]1[S:15][CH:16]=[CH:17][C:13]=1[Br:11], predict the reactants needed to synthesize it. The reactants are: [Br:1][C:2]1[CH:7]=[C:6](I)[C:5]([Br:9])=[CH:4][C:3]=1I.[Br-:11].[Br:12][C:13]1[CH:17]=[CH:16][S:15][C:14]=1[Zn+]. (5) Given the product [OH:24][CH2:23][CH2:25][NH:26][C:20]([C:17]1[S:16][C:15]([CH2:14][CH2:13][C:3]2[C:4]([C:7]3[CH:12]=[CH:11][CH:10]=[CH:9][N:8]=3)=[N:5][O:6][C:2]=2[CH3:1])=[N:19][CH:18]=1)=[O:22], predict the reactants needed to synthesize it. The reactants are: [CH3:1][C:2]1[O:6][N:5]=[C:4]([C:7]2[CH:12]=[CH:11][CH:10]=[CH:9][N:8]=2)[C:3]=1[CH2:13][CH2:14][C:15]1[S:16][C:17]([C:20]([OH:22])=O)=[CH:18][N:19]=1.[CH2:23]([CH2:25][NH2:26])[OH:24]. (6) Given the product [Br:7][C:8]1[C:13]([CH2:14][O:4][CH:1]([CH3:3])[CH3:2])=[CH:12][CH:11]=[CH:10][N:9]=1, predict the reactants needed to synthesize it. The reactants are: [CH:1]([OH:4])([CH3:3])[CH3:2].[H-].[Na+].[Br:7][C:8]1[C:13]([CH2:14]Br)=[CH:12][CH:11]=[CH:10][N:9]=1.O. (7) Given the product [NH2:1][C:2]1[CH:7]=[CH:6][C:5]([O:8][C:11]2[CH:16]=[CH:15][N:14]=[C:13]([C:17]([NH:19][CH3:20])=[O:18])[CH:12]=2)=[CH:4][C:3]=1[CH3:9], predict the reactants needed to synthesize it. The reactants are: [NH2:1][C:2]1[C:3]([CH3:9])=[CH:4][C:5]([OH:8])=[CH:6][CH:7]=1.Cl[C:11]1[CH:16]=[CH:15][N:14]=[C:13]([C:17]([NH:19][CH3:20])=[O:18])[CH:12]=1.C(=O)([O-])[O-].[Cs+].[Cs+]. (8) Given the product [Cl:1][C:2]1[C:7]([S:8]([NH2:11])(=[O:10])=[O:9])=[C:6]([OH:12])[C:5]([NH:13][C:14]2[C:17](=[O:18])[C:16](=[O:19])[C:15]=2[NH:21][C:22]2[CH:27]=[CH:26][CH:25]=[CH:24][CH:23]=2)=[CH:4][CH:3]=1, predict the reactants needed to synthesize it. The reactants are: [Cl:1][C:2]1[C:7]([S:8]([NH2:11])(=[O:10])=[O:9])=[C:6]([OH:12])[C:5]([NH:13][C:14]2[C:17](=[O:18])[C:16](=[O:19])[C:15]=2Cl)=[CH:4][CH:3]=1.[NH2:21][C:22]1[CH:27]=[CH:26][CH:25]=[CH:24][CH:23]=1.